Predict the reactants needed to synthesize the given product. From a dataset of Full USPTO retrosynthesis dataset with 1.9M reactions from patents (1976-2016). (1) Given the product [F:1][C:2]1[CH:3]=[C:4]([CH:8]=[CH:9][C:10]=1[OH:11])[C:5]([O:7][CH2:12][C:13]1[CH:18]=[CH:17][CH:16]=[CH:15][CH:14]=1)=[O:6], predict the reactants needed to synthesize it. The reactants are: [F:1][C:2]1[CH:3]=[C:4]([CH:8]=[CH:9][C:10]=1[OH:11])[C:5]([OH:7])=[O:6].[CH2:12](Br)[C:13]1[CH:18]=[CH:17][CH:16]=[CH:15][CH:14]=1.CN(C=O)C.C(=O)([O-])[O-].[K+].[K+]. (2) Given the product [C:1]([O:5][C:6]([NH:8][CH2:9][C@H:10]1[CH2:11][CH2:12][C@H:13]([NH:33][C:48]([O:43][CH2:36][C:37]2[CH:42]=[CH:41][CH:40]=[CH:39][CH:38]=2)=[O:49])[CH2:14][CH2:15]1)=[O:7])([CH3:2])([CH3:3])[CH3:4], predict the reactants needed to synthesize it. The reactants are: [C:1]([O:5][C:6]([NH:8][CH2:9][C@H:10]1[CH2:15][CH2:14][C@H:13](C(O)=O)[CH2:12][CH2:11]1)=[O:7])([CH3:4])([CH3:3])[CH3:2].C1C=CC(P([N:33]=[N+]=[N-])(C2C=CC=CC=2)=O)=CC=1.[CH2:36]([OH:43])[C:37]1[CH:42]=[CH:41][CH:40]=[CH:39][CH:38]=1.O.CCO[C:48](C)=[O:49]. (3) Given the product [Br:10][C:11]1[CH:16]=[CH:15][C:14]([N:1]2[CH:5]=[CH:4][CH:3]=[C:2]2[CH2:6][O:8][C:9]2[CH:24]=[CH:23][C:22]([CH2:29][CH2:30][C:31]([OH:33])=[O:32])=[C:21]([CH3:20])[C:26]=2[CH3:25])=[CH:13][CH:12]=1, predict the reactants needed to synthesize it. The reactants are: [NH:1]1[CH:5]=[CH:4][CH:3]=[C:2]1[C:6]([O:8][CH3:9])=O.[Br:10][C:11]1[CH:16]=[CH:15][C:14](B(O)O)=[CH:13][CH:12]=1.[CH3:20][C:21]1[C:26](C)=[C:25](O)[CH:24]=[CH:23][C:22]=1[CH2:29][CH2:30][C:31]([O:33]CC)=[O:32]. (4) Given the product [CH:20]1([CH:2]([NH:26][C:27]2[CH:36]=[CH:35][C:30]([C:31]([OH:33])=[O:32])=[CH:29][CH:28]=2)[C:3]2[CH:7]=[C:6]([C:8]3[CH:13]=[CH:12][C:11]([C:14]([F:17])([F:16])[F:15])=[CH:10][CH:9]=3)[S:5][C:4]=2[CH2:18][CH3:19])[CH2:25][CH2:24][CH2:23][CH2:22][CH2:21]1, predict the reactants needed to synthesize it. The reactants are: Cl[CH:2]([CH:20]1[CH2:25][CH2:24][CH2:23][CH2:22][CH2:21]1)[C:3]1[CH:7]=[C:6]([C:8]2[CH:13]=[CH:12][C:11]([C:14]([F:17])([F:16])[F:15])=[CH:10][CH:9]=2)[S:5][C:4]=1[CH2:18][CH3:19].[NH2:26][C:27]1[CH:36]=[CH:35][C:30]([C:31]([O:33]C)=[O:32])=[CH:29][CH:28]=1.[I-].[Na+].C(=O)([O-])[O-].[Na+].[Na+].[Cl-].[NH4+].[OH-].[Na+].Cl. (5) Given the product [F:28][C:29]1[CH:34]=[CH:33][C:32]([C:2]2[CH:27]=[CH:26][C:5]3[NH:6][C:7]([N:9]4[CH2:10][CH2:11][C:12]5([O:16][C:15](=[O:17])[N:14]([C:18]6[CH:23]=[CH:22][CH:21]=[CH:20][CH:19]=6)[CH2:13]5)[CH2:24][CH2:25]4)=[N:8][C:4]=3[CH:3]=2)=[CH:31][CH:30]=1, predict the reactants needed to synthesize it. The reactants are: Br[C:2]1[CH:27]=[CH:26][C:5]2[NH:6][C:7]([N:9]3[CH2:25][CH2:24][C:12]4([O:16][C:15](=[O:17])[N:14]([C:18]5[CH:23]=[CH:22][CH:21]=[CH:20][CH:19]=5)[CH2:13]4)[CH2:11][CH2:10]3)=[N:8][C:4]=2[CH:3]=1.[F:28][C:29]1[CH:34]=[CH:33][C:32](B(O)O)=[CH:31][CH:30]=1.C(=O)([O-])[O-].[Na+].[Na+].O. (6) Given the product [Cl:26][C:11]1[S:10][C:9]([C:6]2[CH:5]=[CH:4][C:3]([O:2][CH3:1])=[CH:8][CH:7]=2)=[N:13][CH:12]=1, predict the reactants needed to synthesize it. The reactants are: [CH3:1][O:2][C:3]1[CH:8]=[CH:7][C:6]([C:9]2[S:10][CH:11]=[CH:12][N:13]=2)=[CH:5][CH:4]=1.[Li]CCCC.C1C(=O)N([Cl:26])C(=O)C1.[NH4+].[Cl-].